The task is: Predict which catalyst facilitates the given reaction.. This data is from Catalyst prediction with 721,799 reactions and 888 catalyst types from USPTO. (1) Reactant: [OH-].[K+].[CH3:3][CH2:4][CH2:5][CH2:6][CH2:7][CH3:8].C1(=O)CCCCC1.[C:16](#[N:18])[CH3:17]. Product: [C:5]1(=[CH:17][C:16]#[N:18])[CH2:4][CH2:3][CH2:8][CH2:7][CH2:6]1. The catalyst class is: 6. (2) Reactant: [CH2:1]([C:4]1[CH:9]=[C:8]([Br:10])[CH:7]=[C:6]([N+:11]([O-:13])=[O:12])[C:5]=1[O:14][CH2:15][CH2:16][C:17]([F:20])([F:19])[F:18])[CH:2]=[CH2:3].[N+](=[CH2:23])=[N-].N(N(C)C(N)=O)=O.[OH-].[K+]. Product: [Br:10][C:8]1[CH:7]=[C:6]([N+:11]([O-:13])=[O:12])[C:5]([O:14][CH2:15][CH2:16][C:17]([F:20])([F:18])[F:19])=[C:4]([CH2:1][CH:2]2[CH2:23][CH2:3]2)[CH:9]=1. The catalyst class is: 27. (3) Reactant: [Br:1][C:2]1[CH:3]=[C:4]([NH:10][C:11]2[N:16]=[C:15]([O:17][CH2:18][C@@H:19]([NH:21]C(=O)OC(C)(C)C)[CH3:20])[CH:14]=[CH:13][CH:12]=2)[C:5](=[O:9])[N:6]([CH3:8])[CH:7]=1.[ClH:29]. Product: [ClH:29].[NH2:21][C@@H:19]([CH3:20])[CH2:18][O:17][C:15]1[N:16]=[C:11]([NH:10][C:4]2[C:5](=[O:9])[N:6]([CH3:8])[CH:7]=[C:2]([Br:1])[CH:3]=2)[CH:12]=[CH:13][CH:14]=1. The catalyst class is: 2. (4) Reactant: [CH3:1][N:2]([CH3:5])[CH:3]=O.N1C2[C:9](=[CH:10][C:11]([C:15]([O:17][CH2:18][CH2:19][CH2:20][CH2:21][C:22]([CH3:26])=[C:23]([F:25])[F:24])=[O:16])=[CH:12][CH:13]=2)[CH:8]=C1.CI.[H-].[Na+]. The catalyst class is: 6. Product: [CH3:1][N:2]1[C:5]2[C:9](=[CH:10][C:11]([C:15]([O:17][CH2:18][CH2:19][CH2:20][CH2:21][C:22]([CH3:26])=[C:23]([F:24])[F:25])=[O:16])=[CH:12][CH:13]=2)[CH:8]=[CH:3]1. (5) Reactant: C(O[CH2:9][C:10]([NH:12][N:13]1[CH2:21][C:20]2[C:15](=[C:16]([N+:22]([O-])=O)[CH:17]=[CH:18][CH:19]=2)[C:14]1=[O:25])=[O:11])C1C=CC=CC=1. Product: [NH2:22][C:16]1[CH:17]=[CH:18][CH:19]=[C:20]2[C:15]=1[C:14](=[O:25])[N:13]([NH:12][C:10](=[O:11])[CH3:9])[CH2:21]2. The catalyst class is: 293. (6) Reactant: [C:1]([C:3]1([C:9]2[CH:10]=[C:11]([CH:16]=[CH:17][CH:18]=2)[C:12]([O:14]C)=[O:13])[CH2:8][CH2:7][CH2:6][CH2:5][CH2:4]1)#[N:2].O.[OH-].[Li+].O1CCCC1.CO. Product: [C:1]([C:3]1([C:9]2[CH:10]=[C:11]([CH:16]=[CH:17][CH:18]=2)[C:12]([OH:14])=[O:13])[CH2:8][CH2:7][CH2:6][CH2:5][CH2:4]1)#[N:2]. The catalyst class is: 6. (7) The catalyst class is: 12. Product: [CH3:1][N:2]1[CH:7]2[CH2:8][CH2:9][CH2:10][CH:3]1[CH2:4][N:5]([C:12]1[CH:21]=[CH:20][C:19]3[C:14](=[CH:15][CH:16]=[C:17]([N+:22]([O-:24])=[O:23])[CH:18]=3)[N:13]=1)[CH2:6]2. Reactant: [CH3:1][N:2]1[CH:7]2[CH2:8][CH2:9][CH2:10][CH:3]1[CH2:4][NH:5][CH2:6]2.Cl[C:12]1[CH:21]=[CH:20][C:19]2[C:14](=[CH:15][CH:16]=[C:17]([N+:22]([O-:24])=[O:23])[CH:18]=2)[N:13]=1.C(N(CC)C(C)C)(C)C. (8) Reactant: [N:1]([C:4]1[CH:14]=[CH:13][C:12]([C:15]2[CH:16]=[C:17]3[C:23]([C:24]4[CH:29]=[CH:28][CH:27]=[CH:26][C:25]=4[O:30][CH3:31])=[CH:22][N:21](S(C4C=CC(C)=CC=4)(=O)=O)[C:18]3=[N:19][CH:20]=2)=[CH:11][C:5]=1[C:6]([N:8]([CH3:10])[CH3:9])=[O:7])=[C:2]=[O:3].C(N(CC)C(C)C)(C)C.[CH2:51]([N:53]1[CH2:57][CH2:56][CH:55]([OH:58])[CH2:54]1)[CH3:52]. Product: [CH2:51]([N:53]1[CH2:57][CH2:56][CH:55]([O:58][C:2](=[O:3])[NH:1][C:4]2[CH:14]=[CH:13][C:12]([C:15]3[CH:16]=[C:17]4[C:23]([C:24]5[CH:29]=[CH:28][CH:27]=[CH:26][C:25]=5[O:30][CH3:31])=[CH:22][NH:21][C:18]4=[N:19][CH:20]=3)=[CH:11][C:5]=2[C:6](=[O:7])[N:8]([CH3:9])[CH3:10])[CH2:54]1)[CH3:52]. The catalyst class is: 2. (9) Reactant: [N+:1]([C:4]1[CH:12]=[CH:11][CH:10]=[C:9]2[C:5]=1[CH:6]=[N:7][N:8]2[C:13]([O:15][CH3:16])=[O:14])([O-])=O.[H][H]. Product: [NH2:1][C:4]1[CH:12]=[CH:11][CH:10]=[C:9]2[C:5]=1[CH:6]=[N:7][N:8]2[C:13]([O:15][CH3:16])=[O:14]. The catalyst class is: 29.